Dataset: Reaction yield outcomes from USPTO patents with 853,638 reactions. Task: Predict the reaction yield, written as a fraction of the theoretical maximum amount of product (1.0 means a 100% yield; for example, 0.34 means a 34% yield). (1) The reactants are [N:1]1[C:10]2[C:5](=[CH:6][CH:7]=[CH:8][C:9]=2[NH2:11])[CH:4]=[CH:3][CH:2]=1.C(N(CC)CC)C.[Br:19][C:20]1[CH:28]=[CH:27][C:23]([C:24](Cl)=[O:25])=[CH:22][CH:21]=1. The catalyst is ClCCl. The product is [Br:19][C:20]1[CH:28]=[CH:27][C:23]([C:24]([NH:11][C:9]2[CH:8]=[CH:7][CH:6]=[C:5]3[C:10]=2[N:1]=[CH:2][CH:3]=[CH:4]3)=[O:25])=[CH:22][CH:21]=1. The yield is 0.760. (2) The reactants are [Br:1][C:2]1[CH:3]=[C:4]([CH:8]([N:12]2[CH:16]=[C:15]([C:17]3[C:18]4[CH:25]=[CH:24][N:23](COCC[Si](C)(C)C)[C:19]=4[N:20]=[CH:21][N:22]=3)[CH:14]=[N:13]2)[CH2:9][C:10]#[N:11])[CH:5]=[N:6][CH:7]=1.C(Cl)Cl.C(O)(C(F)(F)F)=O.CO.C(N)CN. No catalyst specified. The product is [Br:1][C:2]1[CH:3]=[C:4]([CH:8]([N:12]2[CH:16]=[C:15]([C:17]3[C:18]4[CH:25]=[CH:24][NH:23][C:19]=4[N:20]=[CH:21][N:22]=3)[CH:14]=[N:13]2)[CH2:9][C:10]#[N:11])[CH:5]=[N:6][CH:7]=1. The yield is 0.714. (3) The reactants are P([O-])([O-])([O-])=O.[K+].[K+].[K+].Br[C:10]1[CH:11]=[C:12]2[C:17]([NH:18][C@H:19]([CH3:24])[C:20]([F:23])([CH3:22])[CH3:21])=[C:16]([C:25]([NH2:27])=[O:26])[CH:15]=[N:14][N:13]2[CH:28]=1.[C:29]1(B(O)O)[CH:34]=[CH:33][CH:32]=[CH:31][CH:30]=1.CC(C1C=C(C(C)C)C(C2C=CC=CC=2P(C2CCCCC2)C2CCCCC2)=C(C(C)C)C=1)C. The catalyst is O1CCOCC1.C([O-])(=O)C.[Pd+2].C([O-])(=O)C. The product is [F:23][C:20]([CH3:22])([CH3:21])[C@H:19]([NH:18][C:17]1[C:12]2[N:13]([CH:28]=[C:10]([C:29]3[CH:34]=[CH:33][CH:32]=[CH:31][CH:30]=3)[CH:11]=2)[N:14]=[CH:15][C:16]=1[C:25]([NH2:27])=[O:26])[CH3:24]. The yield is 0.450. (4) The reactants are S(Cl)([Cl:3])=O.[CH2:5]([O:7][C:8]([C:10]1[CH:15]=[CH:14][C:13]([CH:16]2[CH2:21][CH2:20][N:19](C(OC(C)(C)C)=O)[CH2:18][CH2:17]2)=[CH:12][CH:11]=1)=[O:9])[CH3:6]. The catalyst is C(O)C. The product is [ClH:3].[NH:19]1[CH2:20][CH2:21][CH:16]([C:13]2[CH:14]=[CH:15][C:10]([C:8]([O:7][CH2:5][CH3:6])=[O:9])=[CH:11][CH:12]=2)[CH2:17][CH2:18]1. The yield is 0.990.